From a dataset of Forward reaction prediction with 1.9M reactions from USPTO patents (1976-2016). Predict the product of the given reaction. (1) Given the reactants [NH2:1][C:2]1[N:7]=[CH:6][N:5]=[C:4]2[N:8]([C@@H:24]3[CH2:29][CH2:28][CH2:27][N:26]([C:30](=[O:34])[CH2:31][C:32]#[N:33])[CH2:25]3)[N:9]=[C:10]([C:11]3[CH:16]=[CH:15][C:14]([O:17][C:18]4[CH:23]=[CH:22][CH:21]=[CH:20][CH:19]=4)=[CH:13][CH:12]=3)[C:3]=12.[Si:35]([O:42][CH2:43][C:44]([CH3:48])([CH3:47])[CH:45]=O)([C:38]([CH3:41])([CH3:40])[CH3:39])([CH3:37])[CH3:36].C([O-])(=O)C.[NH2+]1CCCCC1, predict the reaction product. The product is: [NH2:1][C:2]1[N:7]=[CH:6][N:5]=[C:4]2[N:8]([C@@H:24]3[CH2:29][CH2:28][CH2:27][N:26]([C:30]([C:31](=[CH:45][C:44]([CH3:48])([CH3:47])[CH2:43][O:42][Si:35]([C:38]([CH3:41])([CH3:40])[CH3:39])([CH3:36])[CH3:37])[C:32]#[N:33])=[O:34])[CH2:25]3)[N:9]=[C:10]([C:11]3[CH:12]=[CH:13][C:14]([O:17][C:18]4[CH:19]=[CH:20][CH:21]=[CH:22][CH:23]=4)=[CH:15][CH:16]=3)[C:3]=12. (2) Given the reactants [CH2:1]([C:3]1[CH:8]=[CH:7][C:6]([C@H:9]2[CH2:14][C@@H:13]([C:15]([F:18])([F:17])[F:16])[N:12]3[N:19]=[CH:20][C:21]([C:22](O)=[O:23])=[C:11]3[NH:10]2)=[CH:5][CH:4]=1)[CH3:2].CN(C(ON1N=NC2C=CC=NC1=2)=[N+](C)C)C.F[P-](F)(F)(F)(F)F.C(N(CC)C(C)C)(C)C.[Cl:58][C:59]1[N:64]=[CH:63][C:62]([CH2:65][NH2:66])=[CH:61][CH:60]=1, predict the reaction product. The product is: [Cl:58][C:59]1[N:64]=[CH:63][C:62]([CH2:65][NH:66][C:22]([C:21]2[CH:20]=[N:19][N:12]3[C@H:13]([C:15]([F:16])([F:18])[F:17])[CH2:14][C@H:9]([C:6]4[CH:5]=[CH:4][C:3]([CH2:1][CH3:2])=[CH:8][CH:7]=4)[NH:10][C:11]=23)=[O:23])=[CH:61][CH:60]=1. (3) Given the reactants [CH:1](/[C:9]1[C:17]2[C:12](=[CH:13][C:14]([CH:18]=[O:19])=[CH:15][CH:16]=2)[N:11](COCC[Si](C)(C)C)[N:10]=1)=[CH:2]\[C:3]1[CH:8]=[CH:7][CH:6]=[CH:5][CH:4]=1.CCCC[N+](CCCC)(CCCC)CCCC.[F-], predict the reaction product. The product is: [CH:1](/[C:9]1[C:17]2[C:12](=[CH:13][C:14]([CH:18]=[O:19])=[CH:15][CH:16]=2)[NH:11][N:10]=1)=[CH:2]\[C:3]1[CH:8]=[CH:7][CH:6]=[CH:5][CH:4]=1.